From a dataset of Catalyst prediction with 721,799 reactions and 888 catalyst types from USPTO. Predict which catalyst facilitates the given reaction. (1) Reactant: C[O:2][C:3]1[CH:11]=[C:10]2[C:6]([CH:7]=[N:8][C:9]2([CH3:13])[CH3:12])=[CH:5][CH:4]=1.Br.C(OCC)(=O)C. Product: [CH3:12][C:9]1([CH3:13])[C:10]2[C:6](=[CH:5][CH:4]=[C:3]([OH:2])[CH:11]=2)[CH:7]=[N:8]1. The catalyst class is: 170. (2) Reactant: [CH3:1][N:2]([CH3:39])[C:3]1[N:8]=[C:7]([CH2:9][C:10]2[CH:15]=[CH:14][C:13]([F:16])=[CH:12][CH:11]=2)[C:6]([N:17]([C:25]2[CH:30]=[CH:29][C:28]([O:31][C:32]3[CH:37]=[CH:36][C:35]([F:38])=[CH:34][N:33]=3)=[CH:27][CH:26]=2)C(OC(C)(C)C)=O)=[CH:5][N:4]=1.C(=O)([O-])O.[Na+]. Product: [CH3:39][N:2]([CH3:1])[C:3]1[N:8]=[C:7]([CH2:9][C:10]2[CH:11]=[CH:12][C:13]([F:16])=[CH:14][CH:15]=2)[C:6]([NH:17][C:25]2[CH:30]=[CH:29][C:28]([O:31][C:32]3[CH:37]=[CH:36][C:35]([F:38])=[CH:34][N:33]=3)=[CH:27][CH:26]=2)=[CH:5][N:4]=1. The catalyst class is: 393. (3) Reactant: O.[NH2:2][NH2:3].CO[C:6](=[O:27])[C:7]([NH:9][C:10]1[CH:11]=[CH:12][C:13]([O:16][C:17]2[CH:26]=[CH:25][C:20]([C:21]([O:23][CH3:24])=[O:22])=[CH:19][CH:18]=2)=[N:14][CH:15]=1)=[O:8]. Product: [NH:2]([C:6](=[O:27])[C:7]([NH:9][C:10]1[CH:11]=[CH:12][C:13]([O:16][C:17]2[CH:18]=[CH:19][C:20]([C:21]([O:23][CH3:24])=[O:22])=[CH:25][CH:26]=2)=[N:14][CH:15]=1)=[O:8])[NH2:3]. The catalyst class is: 8. (4) Reactant: [C:1]([C:3]([C:11]1[CH:16]=[CH:15][CH:14]=[CH:13][CH:12]=1)([CH2:8][CH:9]=[CH2:10])[CH2:4][C:5]([OH:7])=O)#[N:2].[F:17][C:18]1[CH:25]=[CH:24][C:21]([CH2:22][NH2:23])=[CH:20][CH:19]=1.O.ON1C2C=CC=CC=2N=N1.Cl.CN(C)CCCN=C=NCC.C(N(CC)CC)C. Product: [C:1]([C:3]([C:11]1[CH:16]=[CH:15][CH:14]=[CH:13][CH:12]=1)([CH2:8][CH:9]=[CH2:10])[CH2:4][C:5]([NH:23][CH2:22][C:21]1[CH:24]=[CH:25][C:18]([F:17])=[CH:19][CH:20]=1)=[O:7])#[N:2]. The catalyst class is: 3.